This data is from Full USPTO retrosynthesis dataset with 1.9M reactions from patents (1976-2016). The task is: Predict the reactants needed to synthesize the given product. (1) Given the product [CH3:1][O:2][C:3]([C:5]1[CH:6]=[N:7][C:8]([O:12][CH2:13][C:14]([F:17])([F:16])[F:15])=[C:9]([C:24]2[CH2:29][CH2:28][CH2:27][CH2:26][CH:25]=2)[CH:10]=1)=[O:4], predict the reactants needed to synthesize it. The reactants are: [CH3:1][O:2][C:3]([C:5]1[CH:6]=[N:7][C:8]([O:12][CH2:13][C:14]([F:17])([F:16])[F:15])=[C:9](Br)[CH:10]=1)=[O:4].C(=O)([O-])[O-].[K+].[K+].[C:24]1(B2OC(C)(C)C(C)(C)O2)[CH2:29][CH2:28][CH2:27][CH2:26][CH:25]=1. (2) The reactants are: [Al].[Al].[Si].[OH:4][CH2:5][CH:6]([CH2:8][OH:9])[OH:7]. Given the product [OH:4][CH2:5][C:6]1([O:9][CH2:8][C@@H:6]([OH:7])[C@@H:5]([OH:4])[C@H:8]1[OH:9])[OH:7], predict the reactants needed to synthesize it. (3) Given the product [CH3:30][N:31]([CH3:33])[CH2:32][CH2:22][CH2:21][C:17]1[CH:16]=[C:15]2[C:20](=[CH:19][CH:18]=1)[C:12](=[C:5]1[C:4]3[C:8](=[CH:9][CH:10]=[C:2]([F:1])[CH:3]=3)[NH:7][C:6]1=[O:11])[O:13][CH:14]2[CH3:29], predict the reactants needed to synthesize it. The reactants are: [F:1][C:2]1[CH:3]=[C:4]2[C:8](=[CH:9][CH:10]=1)[NH:7][C:6](=[O:11])[C:5]2=[C:12]1[C:20]2[C:15](=[CH:16][C:17]([CH2:21][CH2:22]COS(C)(=O)=O)=[CH:18][CH:19]=2)[CH:14]([CH3:29])[O:13]1.[CH3:30][NH:31][CH3:32].[CH2:33]1COCC1. (4) Given the product [Si:17]([O:16][C@H:11]([CH2:10][C:9]([OH:24])=[O:8])[CH2:12][C:13]([NH2:15])=[O:14])([C:20]([CH3:22])([CH3:23])[CH3:21])([CH3:19])[CH3:18], predict the reactants needed to synthesize it. The reactants are: C([O:8][C:9](=[O:24])[CH2:10][C@@H:11]([O:16][Si:17]([C:20]([CH3:23])([CH3:22])[CH3:21])([CH3:19])[CH3:18])[CH2:12][C:13]([NH2:15])=[O:14])C1C=CC=CC=1.[H][H].